From a dataset of Reaction yield outcomes from USPTO patents with 853,638 reactions. Predict the reaction yield, written as a fraction of the theoretical maximum amount of product (1.0 means a 100% yield; for example, 0.34 means a 34% yield). The reactants are C(O[C:5](=[O:7])[CH3:6])(=O)C.Cl.Cl.[C:10]12([CH2:20][CH2:21][N:22]([NH2:35])[C:23]([NH:25][CH2:26][CH2:27][CH2:28][C:29]3[CH:34]=[CH:33][N:32]=[CH:31][CH:30]=3)=[O:24])[CH2:19][CH:14]3[CH2:15][CH:16]([CH2:18][CH:12]([CH2:13]3)[CH2:11]1)[CH2:17]2. The catalyst is N1C=CC=CC=1. The product is [C:5]([NH:35][N:22]([CH2:21][CH2:20][C:10]12[CH2:11][CH:12]3[CH2:18][CH:16]([CH2:15][CH:14]([CH2:13]3)[CH2:19]1)[CH2:17]2)[C:23]([NH:25][CH2:26][CH2:27][CH2:28][C:29]1[CH:30]=[CH:31][N:32]=[CH:33][CH:34]=1)=[O:24])(=[O:7])[CH3:6]. The yield is 0.580.